Dataset: Reaction yield outcomes from USPTO patents with 853,638 reactions. Task: Predict the reaction yield, written as a fraction of the theoretical maximum amount of product (1.0 means a 100% yield; for example, 0.34 means a 34% yield). (1) The reactants are [F:1][C:2]1[CH:7]=[CH:6][CH:5]=[C:4]([F:8])[C:3]=1[N:9]1[C:14]2[N:15]=[C:16](S(C)(=O)=O)[N:17]=[C:18]([C:19]3[CH:24]=[CH:23][C:22]([F:25])=[CH:21][C:20]=3[CH3:26])[C:13]=2[CH:12]=[CH:11][C:10]1=[O:31].[NH2:32][CH2:33][CH2:34][CH2:35][N:36]1[CH2:40][CH2:39][CH2:38][C:37]1=[O:41]. The product is [F:1][C:2]1[CH:7]=[CH:6][CH:5]=[C:4]([F:8])[C:3]=1[N:9]1[C:14]2[N:15]=[C:16]([NH:32][CH2:33][CH2:34][CH2:35][N:36]3[CH2:40][CH2:39][CH2:38][C:37]3=[O:41])[N:17]=[C:18]([C:19]3[CH:24]=[CH:23][C:22]([F:25])=[CH:21][C:20]=3[CH3:26])[C:13]=2[CH:12]=[CH:11][C:10]1=[O:31]. No catalyst specified. The yield is 0.850. (2) The reactants are [CH3:1][C:2]1([CH3:35])[CH:7]=[C:6]([C:8]2[S:9][C:10]([C:13]3[CH:18]=[C:17]([NH:19][C:20]4[N:25]=[C:24]([C:26]([F:29])([F:28])[F:27])[CH:23]=[CH:22][N:21]=4)[CH:16]=[C:15]([CH3:30])[CH:14]=3)=[CH:11][N:12]=2)[CH2:5][CH2:4][CH:3]1[C:31]([O:33][CH3:34])=[O:32].[H][H]. The catalyst is [Pd].CO. The product is [CH3:1][C:2]1([CH3:35])[CH2:7][CH:6]([C:8]2[S:9][C:10]([C:13]3[CH:18]=[C:17]([NH:19][C:20]4[N:25]=[C:24]([C:26]([F:28])([F:29])[F:27])[CH:23]=[CH:22][N:21]=4)[CH:16]=[C:15]([CH3:30])[CH:14]=3)=[CH:11][N:12]=2)[CH2:5][CH2:4][CH:3]1[C:31]([O:33][CH3:34])=[O:32]. The yield is 0.620.